This data is from Reaction yield outcomes from USPTO patents with 853,638 reactions. The task is: Predict the reaction yield, written as a fraction of the theoretical maximum amount of product (1.0 means a 100% yield; for example, 0.34 means a 34% yield). (1) The yield is 0.480. The reactants are C(Cl)CCl.C1C=CC2N(O)N=NC=2C=1.[NH:15]([CH2:18][CH3:19])[CH2:16][CH3:17].CCN(CC)CC.[CH2:27]([O:29][C:30]1[C:31]([C:58]([OH:60])=O)=[N:32][C:33]([C:42]2[CH:47]=[CH:46][C:45]([NH:48][C:49]([NH:51][C:52]3[CH:57]=[CH:56][CH:55]=[CH:54][CH:53]=3)=[O:50])=[CH:44][CH:43]=2)=[N:34][C:35]=1[N:36]1[CH2:41][CH2:40][O:39][CH2:38][CH2:37]1)[CH3:28]. The catalyst is CN(C=O)C. The product is [CH2:16]([N:15]([CH2:18][CH3:19])[C:58]([C:31]1[C:30]([O:29][CH2:27][CH3:28])=[C:35]([N:36]2[CH2:41][CH2:40][O:39][CH2:38][CH2:37]2)[N:34]=[C:33]([C:42]2[CH:47]=[CH:46][C:45]([NH:48][C:49]([NH:51][C:52]3[CH:53]=[CH:54][CH:55]=[CH:56][CH:57]=3)=[O:50])=[CH:44][CH:43]=2)[N:32]=1)=[O:60])[CH3:17]. (2) The reactants are C[O:2][C:3](=O)[C@H:4]([NH:26][C:27]([O:29][C:30]([CH3:33])([CH3:32])[CH3:31])=[O:28])[CH2:5][C:6]1[CH:11]=[CH:10][C:9]([O:12][C:13]2[CH:18]=[CH:17][C:16]([O:19][C:20]3[CH:25]=[CH:24][CH:23]=[CH:22][CH:21]=3)=[CH:15][CH:14]=2)=[CH:8][CH:7]=1.[Cl-].[Li+].[BH4-].[Na+].Cl. The catalyst is C(O)C.O1CCCC1. The product is [C:30]([O:29][C:27](=[O:28])[NH:26][C@@H:4]([CH2:3][OH:2])[CH2:5][C:6]1[CH:11]=[CH:10][C:9]([O:12][C:13]2[CH:18]=[CH:17][C:16]([O:19][C:20]3[CH:21]=[CH:22][CH:23]=[CH:24][CH:25]=3)=[CH:15][CH:14]=2)=[CH:8][CH:7]=1)([CH3:31])([CH3:33])[CH3:32]. The yield is 0.710. (3) The yield is 0.410. No catalyst specified. The product is [CH2:9]([N:16]([CH3:17])[C:2]1[CH:7]=[CH:6][C:5]([OH:8])=[CH:4][CH:3]=1)[C:10]1[CH:15]=[CH:14][CH:13]=[CH:12][CH:11]=1. The reactants are Br[C:2]1[CH:7]=[CH:6][C:5]([OH:8])=[CH:4][CH:3]=1.[CH2:9]([NH:16][CH3:17])[C:10]1[CH:15]=[CH:14][CH:13]=[CH:12][CH:11]=1. (4) The product is [Br:13][C:14]1[CH:15]=[N:16][C:17]([Cl:23])=[C:18]([CH:22]=1)[C:19]([N:4]([O:3][CH3:2])[CH3:5])=[O:20]. The yield is 0.714. The reactants are Cl.[CH3:2][O:3][NH:4][CH3:5].C(N(CC)CC)C.[Br:13][C:14]1[CH:15]=[N:16][C:17]([Cl:23])=[C:18]([CH:22]=1)[C:19](Cl)=[O:20].O. The catalyst is ClCCl. (5) The reactants are [F:1][C:2]([F:7])([F:6])[C:3]([OH:5])=[O:4].[C:8]1([C:14]2[CH:19]=[C:18]([CH:20]3[CH2:25][CH2:24][NH:23][CH2:22][CH2:21]3)[CH:17]=[CH:16][C:15]=2[NH:26][C:27]([C:29]2[NH:30][CH:31]=[C:32]([C:34]#[N:35])[N:33]=2)=[O:28])[CH2:13][CH2:12][CH2:11][CH2:10][CH:9]=1.Cl.[N:37]1[CH:42]=[CH:41][CH:40]=[CH:39][C:38]=1[CH2:43][C:44](O)=[O:45].CCN=C=NCCCN(C)C.C1C=CC2N(O)N=NC=2C=1.CCN(C(C)C)C(C)C. The catalyst is O.CN(C=O)C. The product is [F:1][C:2]([F:7])([F:6])[C:3]([OH:5])=[O:4].[C:8]1([C:14]2[CH:19]=[C:18]([CH:20]3[CH2:21][CH2:22][N:23]([C:44](=[O:45])[CH2:43][C:38]4[CH:39]=[CH:40][CH:41]=[CH:42][N:37]=4)[CH2:24][CH2:25]3)[CH:17]=[CH:16][C:15]=2[NH:26][C:27]([C:29]2[NH:30][CH:31]=[C:32]([C:34]#[N:35])[N:33]=2)=[O:28])[CH2:13][CH2:12][CH2:11][CH2:10][CH:9]=1. The yield is 0.700. (6) The reactants are Cl.Cl.[Cl:3][C:4]1[CH:20]=[CH:19][C:7]([CH2:8][NH:9][C:10]([C:12]2([NH2:18])[CH2:17][CH2:16][NH:15][CH2:14][CH2:13]2)=[O:11])=[CH:6][CH:5]=1.Cl[C:22]1[C:23]2[CH:30]=[CH:29][NH:28][C:24]=2[N:25]=[CH:26][N:27]=1.C(N(CC)CC)C. The yield is 0.800. The product is [Cl:3][C:4]1[CH:5]=[CH:6][C:7]([CH2:8][NH:9][C:10]([C:12]2([NH2:18])[CH2:13][CH2:14][N:15]([C:22]3[C:23]4[CH:30]=[CH:29][NH:28][C:24]=4[N:25]=[CH:26][N:27]=3)[CH2:16][CH2:17]2)=[O:11])=[CH:19][CH:20]=1. The catalyst is C(O)CCC. (7) The reactants are [NH2:1][C:2]1[N:7]=[CH:6][N:5]=[C:4]2[N:8]([CH2:25][C@H:26]3[CH2:30][CH2:29][CH2:28][N:27]3[C:31](=[O:48])[C:32]([C:46]#[N:47])=[CH:33][C@@H:34]3[CH2:38][CH2:37][CH2:36][N:35]3C(OC(C)(C)C)=O)[N:9]=[C:10]([C:11]3[CH:16]=[CH:15][C:14]([O:17][C:18]4[CH:23]=[CH:22][CH:21]=[CH:20][CH:19]=4)=[CH:13][C:12]=3[F:24])[C:3]=12.[ClH:49]. The catalyst is O1CCOCC1. The product is [ClH:49].[NH2:1][C:2]1[N:7]=[CH:6][N:5]=[C:4]2[N:8]([CH2:25][C@H:26]3[CH2:30][CH2:29][CH2:28][N:27]3[C:31]([C:32](=[CH:33][C@@H:34]3[CH2:38][CH2:37][CH2:36][NH:35]3)[C:46]#[N:47])=[O:48])[N:9]=[C:10]([C:11]3[CH:16]=[CH:15][C:14]([O:17][C:18]4[CH:23]=[CH:22][CH:21]=[CH:20][CH:19]=4)=[CH:13][C:12]=3[F:24])[C:3]=12. The yield is 0.590.